From a dataset of Forward reaction prediction with 1.9M reactions from USPTO patents (1976-2016). Predict the product of the given reaction. (1) Given the reactants [NH2:1][CH2:2][CH2:3][CH2:4][CH2:5][N:6]1[C:12](=[O:13])[CH2:11][C:10](=[O:14])[NH:9][C:8]2[C:15]3[C:20]([CH:21]=[CH:22][C:7]1=2)=[CH:19][CH:18]=[CH:17][CH:16]=3.[Cl:23][C:24]1[C:32]([O:33][CH3:34])=[CH:31][CH:30]=[CH:29][C:25]=1[C:26](Cl)=[O:27].CC1C(C)=CC=CC=1C(NC1C=CC(N2C(=O)CC(=O)NC3C4C(C=CC2=3)=CC=CC=4)=CC=1OC)=O, predict the reaction product. The product is: [O:14]=[C:10]1[NH:9][C:8]2[C:15]3[C:20]([CH:21]=[CH:22][C:7]=2[N:6]([CH2:5][CH2:4][CH2:3][CH2:2][NH:1][C:26](=[O:27])[C:25]2[CH:29]=[CH:30][CH:31]=[C:32]([O:33][CH3:34])[C:24]=2[Cl:23])[C:12](=[O:13])[CH2:11]1)=[CH:19][CH:18]=[CH:17][CH:16]=3. (2) Given the reactants [Cl:1][C:2]1[CH:3]=[CH:4][C:5]2[NH:11][C:10](=[N:12][NH2:13])[C@@H:9]([CH2:14][C:15]([O:17][CH2:18][CH3:19])=[O:16])[O:8][C@H:7]([C:20]3[CH:25]=[CH:24][CH:23]=[C:22]([O:26][CH3:27])[C:21]=3[O:28][CH3:29])[C:6]=2[CH:30]=1.[CH3:31][CH:32]([CH3:36])[C:33](Cl)=[O:34].C(=O)(O)[O-].[Na+], predict the reaction product. The product is: [Cl:1][C:2]1[CH:3]=[CH:4][C:5]2[NH:11][C:10](=[N:12][NH:13][C:33](=[O:34])[CH:32]([CH3:36])[CH3:31])[C@@H:9]([CH2:14][C:15]([O:17][CH2:18][CH3:19])=[O:16])[O:8][C@H:7]([C:20]3[CH:25]=[CH:24][CH:23]=[C:22]([O:26][CH3:27])[C:21]=3[O:28][CH3:29])[C:6]=2[CH:30]=1. (3) Given the reactants [C:1]([O:5][C:6](=[O:14])[NH:7][CH2:8][CH2:9][CH2:10][CH2:11][CH2:12][NH2:13])([CH3:4])([CH3:3])[CH3:2].[CH2:15](Br)[C:16]1[CH:21]=[CH:20][CH:19]=[CH:18][CH:17]=1.C(=O)([O-])[O-].[Na+].[Na+], predict the reaction product. The product is: [C:1]([O:5][C:6](=[O:14])[NH:7][CH2:8][CH2:9][CH2:10][CH2:11][CH2:12][N:13]([CH2:15][C:16]1[CH:21]=[CH:20][CH:19]=[CH:18][CH:17]=1)[CH2:15][C:16]1[CH:21]=[CH:20][CH:19]=[CH:18][CH:17]=1)([CH3:4])([CH3:2])[CH3:3]. (4) Given the reactants [C:1]([C:3]1([C:6]([OH:8])=O)[CH2:5][CH2:4]1)#[N:2].CN(C(ON1N=NC2C=CC=NC1=2)=[N+](C)C)C.F[P-](F)(F)(F)(F)F.CCN(C(C)C)C(C)C.[NH2:42][C:43]1[CH:48]=[CH:47][CH:46]=[C:45]([C:49]2[CH:54]=[CH:53][CH:52]=[CH:51][CH:50]=2)[C:44]=1[C:55]([NH2:57])=[O:56], predict the reaction product. The product is: [C:1]([C:3]1([C:6]([NH:42][C:43]2[CH:48]=[CH:47][CH:46]=[C:45]([C:49]3[CH:54]=[CH:53][CH:52]=[CH:51][CH:50]=3)[C:44]=2[C:55]([NH2:57])=[O:56])=[O:8])[CH2:5][CH2:4]1)#[N:2]. (5) Given the reactants [F:1][C:2]([F:28])([F:27])[C:3]([C:5]1[C:13]2[C:8](=[CH:9][CH:10]=[CH:11][C:12]=2B2OC(C)(C)C(C)(C)O2)[N:7]([CH2:23][CH2:24][O:25][CH3:26])[CH:6]=1)=[O:4].Br[C:30]1[CH:35]=[CH:34][CH:33]=[CH:32][N:31]=1.C([O-])([O-])=O.[Cs+].[Cs+].C(Cl)Cl, predict the reaction product. The product is: [F:28][C:2]([F:1])([F:27])[C:3]([C:5]1[C:13]2[C:8](=[CH:9][CH:10]=[CH:11][C:12]=2[C:30]2[CH:35]=[CH:34][CH:33]=[CH:32][N:31]=2)[N:7]([CH2:23][CH2:24][O:25][CH3:26])[CH:6]=1)=[O:4].